This data is from Full USPTO retrosynthesis dataset with 1.9M reactions from patents (1976-2016). The task is: Predict the reactants needed to synthesize the given product. (1) Given the product [CH3:13][C:2]([CH3:1])([CH3:14])/[CH:3]=[C:4](\[CH2:8][CH2:9][CH2:10][CH2:11][CH3:12])/[C:5](=[O:7])[CH3:17], predict the reactants needed to synthesize it. The reactants are: [CH3:1][C:2]([CH3:14])([CH3:13])/[CH:3]=[C:4](\[CH2:8][CH2:9][CH2:10][CH2:11][CH3:12])/[C:5]([OH:7])=O.C[Li].[CH3:17]CCCCC. (2) Given the product [CH3:1][O:2][CH2:3][CH:4]([C:6]1[CH:11]=[CH:10][CH:9]=[CH:8][CH:7]=1)[OH:5], predict the reactants needed to synthesize it. The reactants are: [CH3:1][O:2][CH2:3][C:4]([C:6]1[CH:11]=[CH:10][CH:9]=[CH:8][CH:7]=1)=[O:5].[BH4-].[Na+].